Predict the product of the given reaction. From a dataset of Forward reaction prediction with 1.9M reactions from USPTO patents (1976-2016). (1) Given the reactants [NH2:1][C:2]1[CH:3]=[CH:4][C:5]([CH3:27])=[C:6]([N:8]2[C:17](=[O:18])[C:16]3[C:11](=[CH:12][CH:13]=[C:14]([N:19]4[CH2:25][CH2:24][CH2:23][N:22]([CH3:26])[CH2:21][CH2:20]4)[CH:15]=3)[N:10]=[CH:9]2)[CH:7]=1.[Cl:28][C:29]1[CH:34]=[C:33]([C:35](Cl)=[O:36])[CH:32]=[CH:31][N:30]=1, predict the reaction product. The product is: [Cl:28][C:29]1[CH:34]=[C:33]([C:35]([NH:1][C:2]2[CH:3]=[CH:4][C:5]([CH3:27])=[C:6]([N:8]3[C:17](=[O:18])[C:16]4[C:11](=[CH:12][CH:13]=[C:14]([N:19]5[CH2:25][CH2:24][CH2:23][N:22]([CH3:26])[CH2:21][CH2:20]5)[CH:15]=4)[N:10]=[CH:9]3)[CH:7]=2)=[O:36])[CH:32]=[CH:31][N:30]=1. (2) Given the reactants [NH2:1][C:2]1[CH:3]=[C:4]([CH:22]=[C:23]([Cl:26])[C:24]=1[F:25])[C:5]([NH:7][CH2:8][C:9]1[CH:14]=[CH:13][C:12]([C:15]#[N:16])=[CH:11][C:10]=1[O:17][CH2:18][C:19](=[O:21])[NH2:20])=[O:6].N1C=CC=CC=1.[CH3:33][S:34](Cl)(=[O:36])=[O:35], predict the reaction product. The product is: [C:19]([CH2:18][O:17][C:10]1[CH:11]=[C:12]([C:15]#[N:16])[CH:13]=[CH:14][C:9]=1[CH2:8][NH:7][C:5](=[O:6])[C:4]1[CH:3]=[C:2]([NH:1][S:34]([CH3:33])(=[O:36])=[O:35])[C:24]([F:25])=[C:23]([Cl:26])[CH:22]=1)(=[O:21])[NH2:20]. (3) The product is: [F:1][C:2]1[CH:3]=[CH:4][C:5]([N:8]([C:9]2[O:10][C:11](/[CH:14]=[CH:15]/[C:16]3[CH:21]=[CH:20][C:19]([N:22]4[CH:26]=[C:25]([CH3:27])[N:24]=[CH:23]4)=[C:18]([O:28][CH3:29])[CH:17]=3)=[N:12][N:13]=2)[C:30](=[O:33])[CH:31]=[CH2:32])=[CH:6][CH:7]=1. Given the reactants [F:1][C:2]1[CH:7]=[CH:6][C:5]([NH:8][C:9]2[O:10][C:11](/[CH:14]=[CH:15]/[C:16]3[CH:21]=[CH:20][C:19]([N:22]4[CH:26]=[C:25]([CH3:27])[N:24]=[CH:23]4)=[C:18]([O:28][CH3:29])[CH:17]=3)=[N:12][N:13]=2)=[CH:4][CH:3]=1.[C:30](Cl)(=[O:33])[CH:31]=[CH2:32].CN(C=O)C.C(#N)C, predict the reaction product. (4) Given the reactants [C:1]([OH:8])(=[O:7])/[CH:2]=[CH:3]/[C:4]([OH:6])=[O:5].[CH:9]1[C:14]2[C:15]([N:24]3[CH2:29][CH2:28][N:27]([CH2:30][CH2:31][O:32][CH2:33][CH2:34][OH:35])[CH2:26][CH2:25]3)=[N:16][C:17]3[CH:23]=[CH:22][CH:21]=[CH:20][C:18]=3[S:19][C:13]=2[CH:12]=[CH:11][CH:10]=1, predict the reaction product. The product is: [C:1]([OH:8])(=[O:7])/[CH:2]=[CH:3]/[C:4]([OH:6])=[O:5].[CH:9]1[C:14]2[C:15]([N:24]3[CH2:25][CH2:26][N:27]([CH2:30][CH2:31][O:32][CH2:33][CH2:34][OH:35])[CH2:28][CH2:29]3)=[N:16][C:17]3[CH:23]=[CH:22][CH:21]=[CH:20][C:18]=3[S:19][C:13]=2[CH:12]=[CH:11][CH:10]=1. (5) The product is: [NH2:1][CH2:2][C:7]([CH:9]([CH2:13][CH2:14][CH2:15][C@H:16]1[C@@H:24]2[C@@H:19]([NH:20][C:21]([NH:23]2)=[O:22])[CH2:18][S:17]1)[C:10](=[O:11])[OH:12])=[O:8]. Given the reactants [NH2:1][C@H:2]([C:7]([CH:9]([CH2:13][CH2:14][CH2:15][C@H:16]1[C@@H:24]2[C@@H:19]([NH:20][C:21]([NH:23]2)=[O:22])[CH2:18][S:17]1)[C:10](=[O:12])[OH:11])=[O:8])C(C)(C)C.FC(F)(F)C(O)=O, predict the reaction product. (6) Given the reactants [Cl:1][C:2]1[CH:3]=[CH:4][C:5]([C:23]#[N:24])=[C:6]([C:8]2[C:9]3[C:21](=[O:22])[CH2:20][CH2:19][C:10]=3[N:11]([CH2:15][C:16](O)=[O:17])[C:12](=[O:14])[CH:13]=2)[CH:7]=1.[NH2:25][C:26]1[CH:38]=[CH:37][C:29]([C:30]([O:32][C:33]([CH3:36])([CH3:35])[CH3:34])=[O:31])=[CH:28][CH:27]=1, predict the reaction product. The product is: [Cl:1][C:2]1[CH:3]=[CH:4][C:5]([C:23]#[N:24])=[C:6]([C:8]2[C:9]3[C:21](=[O:22])[CH2:20][CH2:19][C:10]=3[N:11]([CH2:15][C:16]([NH:25][C:26]3[CH:38]=[CH:37][C:29]([C:30]([O:32][C:33]([CH3:34])([CH3:35])[CH3:36])=[O:31])=[CH:28][CH:27]=3)=[O:17])[C:12](=[O:14])[CH:13]=2)[CH:7]=1.